Dataset: Peptide-MHC class I binding affinity with 185,985 pairs from IEDB/IMGT. Task: Regression. Given a peptide amino acid sequence and an MHC pseudo amino acid sequence, predict their binding affinity value. This is MHC class I binding data. (1) The peptide sequence is NSSYWRQGY. The MHC is HLA-B08:02 with pseudo-sequence HLA-B08:02. The binding affinity (normalized) is 0.0847. (2) The peptide sequence is LQIVRFTDY. The MHC is HLA-B15:01 with pseudo-sequence HLA-B15:01. The binding affinity (normalized) is 0.385. (3) The peptide sequence is GENMAPEKV. The MHC is HLA-B40:01 with pseudo-sequence HLA-B40:01. The binding affinity (normalized) is 0.527. (4) The peptide sequence is ELLRPTTLV. The MHC is HLA-A02:03 with pseudo-sequence HLA-A02:03. The binding affinity (normalized) is 0.331. (5) The peptide sequence is KLHRYIDSM. The MHC is HLA-B39:01 with pseudo-sequence HLA-B39:01. The binding affinity (normalized) is 0.0847.